This data is from Peptide-MHC class II binding affinity with 134,281 pairs from IEDB. The task is: Regression. Given a peptide amino acid sequence and an MHC pseudo amino acid sequence, predict their binding affinity value. This is MHC class II binding data. (1) The peptide sequence is AASLLDEDMDALEEA. The MHC is HLA-DPA10201-DPB10501 with pseudo-sequence HLA-DPA10201-DPB10501. The binding affinity (normalized) is 0.299. (2) The peptide sequence is TTDLERLSSLSLALV. The MHC is DRB1_0101 with pseudo-sequence DRB1_0101. The binding affinity (normalized) is 0.925. (3) The peptide sequence is GEFQIVDKIDAAFKI. The MHC is DRB1_1302 with pseudo-sequence DRB1_1302. The binding affinity (normalized) is 0.597.